This data is from Full USPTO retrosynthesis dataset with 1.9M reactions from patents (1976-2016). The task is: Predict the reactants needed to synthesize the given product. (1) Given the product [Cl:24][C:19]1[CH:20]=[CH:21][CH:22]=[CH:23][C:18]=1[C:7]1[N:6]=[C:5]2[O:4][C:3]([C:25]([C:27]3[CH:28]=[N:29][CH:30]=[CH:31][CH:32]=3)=[O:26])=[C:2]([NH:1][C:37](=[O:36])[CH2:38][OH:39])[C:10]2=[CH:9][C:8]=1[C:11]1[CH:12]=[CH:13][C:14]([Cl:17])=[CH:15][CH:16]=1, predict the reactants needed to synthesize it. The reactants are: [NH2:1][C:2]1[C:10]2[C:5](=[N:6][C:7]([C:18]3[CH:23]=[CH:22][CH:21]=[CH:20][C:19]=3[Cl:24])=[C:8]([C:11]3[CH:16]=[CH:15][C:14]([Cl:17])=[CH:13][CH:12]=3)[CH:9]=2)[O:4][C:3]=1[C:25]([C:27]1[CH:28]=[N:29][CH:30]=[CH:31][CH:32]=1)=[O:26].C([O:36][CH2:37][C:38](Cl)=[O:39])(=O)C. (2) The reactants are: [F:1][C:2]1[CH:7]=[C:6]([F:8])[CH:5]=[CH:4][C:3]=1[C:9]([OH:34])([CH2:28][N:29]1[CH:33]=[N:32][N:31]=[N:30]1)[C:10]([C:13]1[N:18]=[CH:17][C:16]([O:19][C:20]2[CH:27]=[CH:26][C:23]([CH:24]=O)=[CH:22][N:21]=2)=[CH:15][CH:14]=1)([F:12])[F:11].Cl.[CH3:36][O:37][NH2:38].N#N. Given the product [CH3:36][O:37]/[N:38]=[CH:24]/[C:23]1[CH:26]=[CH:27][C:20]([O:19][C:16]2[CH:17]=[N:18][C:13]([C:10]([F:12])([F:11])[C:9]([C:3]3[CH:4]=[CH:5][C:6]([F:8])=[CH:7][C:2]=3[F:1])([OH:34])[CH2:28][N:29]3[CH:33]=[N:32][N:31]=[N:30]3)=[CH:14][CH:15]=2)=[N:21][CH:22]=1, predict the reactants needed to synthesize it. (3) Given the product [CH3:1][O:2][C:3](=[O:14])[C:4]([C:12]#[N:13])([CH:5]([CH:9]([CH3:11])[CH3:10])[CH2:6][CH2:7][CH3:8])[CH2:18][C:19]([O:21][C:22]([CH3:25])([CH3:24])[CH3:23])=[O:20], predict the reactants needed to synthesize it. The reactants are: [CH3:1][O:2][C:3](=[O:14])[CH:4]([C:12]#[N:13])[CH:5]([CH:9]([CH3:11])[CH3:10])[CH2:6][CH2:7][CH3:8].[H-].[Na+].Br[CH2:18][C:19]([O:21][C:22]([CH3:25])([CH3:24])[CH3:23])=[O:20]. (4) The reactants are: C[N+]1([O-])CC[O:5]CC1.C([C:13]1[CH:18]=[C:17]([N+:19]([O-:21])=[O:20])[CH:16]=[CH:15][C:14]=1[CH:22]=[C:23]([CH3:25])[CH3:24])(C)(C)C.[OH2:26]. Given the product [CH3:24][C:23]([OH:5])([CH3:25])[CH:22]([C:14]1[CH:15]=[CH:16][C:17]([N+:19]([O-:21])=[O:20])=[CH:18][CH:13]=1)[OH:26], predict the reactants needed to synthesize it. (5) Given the product [CH3:1][N:2]([CH3:7])[CH2:3][CH2:4][N:5]([CH3:6])[C:9]1[C:14]([N+:15]([O-:17])=[O:16])=[CH:13][C:12]([NH:18][C:19]2[N:24]=[C:23]([C:25]3[C:33]4[C:28](=[CH:29][CH:30]=[CH:31][CH:32]=4)[N:27]([CH3:34])[CH:26]=3)[CH:22]=[CH:21][N:20]=2)=[C:11]([O:35][CH3:36])[CH:10]=1, predict the reactants needed to synthesize it. The reactants are: [CH3:1][N:2]([CH3:7])[CH2:3][CH2:4][NH:5][CH3:6].F[C:9]1[C:14]([N+:15]([O-:17])=[O:16])=[CH:13][C:12]([NH:18][C:19]2[N:24]=[C:23]([C:25]3[C:33]4[C:28](=[CH:29][CH:30]=[CH:31][CH:32]=4)[N:27]([CH3:34])[CH:26]=3)[CH:22]=[CH:21][N:20]=2)=[C:11]([O:35][CH3:36])[CH:10]=1.ClC1C(C2C3C(=CC=CC=3)N(C)C=2)=NC(NC2C=C([N+]([O-])=O)C(F)=CC=2OC)=NC=1.CCN(C(C)C)C(C)C. (6) Given the product [F:3][C:4]1[C:14]([F:15])=[C:13]([F:16])[CH:12]=[CH:11][C:5]=1[N:6]([CH:27]=[C:21]([C:20]([O:19][CH2:17][CH3:18])=[O:31])[C:22]([O:24][CH2:25][CH3:26])=[O:23])[C@@H:7]([CH3:10])[CH2:8][OH:9], predict the reactants needed to synthesize it. The reactants are: [OH-].[K+].[F:3][C:4]1[C:14]([F:15])=[C:13]([F:16])[CH:12]=[CH:11][C:5]=1[NH:6][C@@H:7]([CH3:10])[CH2:8][OH:9].[CH2:17]([O:19][C:20](=[O:31])[C:21](=[CH:27]OCC)[C:22]([O:24][CH2:25][CH3:26])=[O:23])[CH3:18].O. (7) Given the product [S:87]1[CH:91]=[N:90][N:89]=[C:88]1[NH:92][C:93](=[O:97])[C:94]([NH:1][C@:2]12[CH2:37][CH2:36][C@@H:35]([C:38]([CH3:40])=[CH2:39])[C@@H:3]1[C@@H:4]1[C@@:17]([CH3:20])([CH2:18][CH2:19]2)[C@@:16]2([CH3:21])[C@@H:7]([C@:8]3([CH3:34])[C@@H:13]([CH2:14][CH2:15]2)[C:12]([CH3:23])([CH3:22])[C:11]([C:24]2[CH:25]=[CH:26][C:27]([C:28]([OH:30])=[O:29])=[CH:32][CH:33]=2)=[CH:10][CH2:9]3)[CH2:6][CH2:5]1)=[O:96], predict the reactants needed to synthesize it. The reactants are: [NH2:1][C@:2]12[CH2:37][CH2:36][C@@H:35]([C:38]([CH3:40])=[CH2:39])[C@@H:3]1[C@@H:4]1[C@@:17]([CH3:20])([CH2:18][CH2:19]2)[C@@:16]2([CH3:21])[C@@H:7]([C@:8]3([CH3:34])[C@@H:13]([CH2:14][CH2:15]2)[C:12]([CH3:23])([CH3:22])[C:11]([C:24]2[CH:33]=[CH:32][C:27]([C:28]([O:30]C)=[O:29])=[CH:26][CH:25]=2)=[CH:10][CH2:9]3)[CH2:6][CH2:5]1.CN(C)CCC(N[C@]12CC[C@@H](C(C)=C)[C@@H]1[C@@H]1[C@@](C)(CC2)[C@@]2(C)[C@@H]([C@]3(C)[C@@H](CC2)C(C)(C)C(C2C=CC(C(O)=O)=CC=2)=CC3)CC1)=O.[S:87]1[CH:91]=[N:90][N:89]=[C:88]1[NH:92][C:93](=[O:97])[C:94]([OH:96])=O.